From a dataset of Full USPTO retrosynthesis dataset with 1.9M reactions from patents (1976-2016). Predict the reactants needed to synthesize the given product. Given the product [CH3:19][O:5][C:4](=[O:6])[C:3]1[CH:7]=[CH:8][C:9]([N+:11]([O-:13])=[O:12])=[CH:10][C:2]=1[OH:1], predict the reactants needed to synthesize it. The reactants are: [OH:1][C:2]1[CH:10]=[C:9]([N+:11]([O-:13])=[O:12])[CH:8]=[CH:7][C:3]=1[C:4]([OH:6])=[O:5].S(=O)(=O)(O)O.[CH3:19]O.